Dataset: Reaction yield outcomes from USPTO patents with 853,638 reactions. Task: Predict the reaction yield, written as a fraction of the theoretical maximum amount of product (1.0 means a 100% yield; for example, 0.34 means a 34% yield). The reactants are [CH2:1]([C:9]1[CH:15]=[CH:14][C:12]([NH2:13])=[CH:11][CH:10]=1)[CH2:2][CH2:3][CH2:4][CH2:5][CH2:6][CH2:7][CH3:8].[C:16]([S-:18])#[N:17].[K+].BrBr.O. The catalyst is CC(O)=O. The product is [CH2:1]([C:9]1[CH:10]=[CH:11][C:12]2[N:13]=[C:16]([NH2:17])[S:18][C:14]=2[CH:15]=1)[CH2:2][CH2:3][CH2:4][CH2:5][CH2:6][CH2:7][CH3:8]. The yield is 0.700.